This data is from Peptide-MHC class II binding affinity with 134,281 pairs from IEDB. The task is: Regression. Given a peptide amino acid sequence and an MHC pseudo amino acid sequence, predict their binding affinity value. This is MHC class II binding data. (1) The peptide sequence is NPTDTGHGTVVMQVK. The MHC is DRB1_0901 with pseudo-sequence DRB1_0901. The binding affinity (normalized) is 0. (2) The binding affinity (normalized) is 0.471. The peptide sequence is LVPFVQWFVGLSPTV. The MHC is DRB1_0401 with pseudo-sequence DRB1_0401. (3) The binding affinity (normalized) is 0.416. The MHC is DRB1_1302 with pseudo-sequence DRB1_1302. The peptide sequence is IAKVPPGPNITATYG.